Dataset: Full USPTO retrosynthesis dataset with 1.9M reactions from patents (1976-2016). Task: Predict the reactants needed to synthesize the given product. Given the product [F:33][C:34]([F:39])([F:38])[C:35]([OH:37])=[O:36].[CH:28]1([C:27]2[CH:26]=[C:25]3[C:16]([N:17]4[C:22]([CH2:23][O:24]3)=[N:21][NH:20][C:19](=[O:31])[CH:18]4[CH3:32])=[CH:15][C:14]=2[CH:11]2[CH2:12][CH2:13][NH:8][CH2:9][CH2:10]2)[CH2:29][CH2:30]1, predict the reactants needed to synthesize it. The reactants are: C(OC([N:8]1[CH2:13][CH2:12][CH:11]([C:14]2[CH:15]=[C:16]3[C:25](=[CH:26][C:27]=2[CH:28]2[CH2:30][CH2:29]2)[O:24][CH2:23][C:22]2[N:17]3[CH:18]([CH3:32])[C:19](=[O:31])[NH:20][N:21]=2)[CH2:10][CH2:9]1)=O)(C)(C)C.[F:33][C:34]([F:39])([F:38])[C:35]([OH:37])=[O:36].